From a dataset of Reaction yield outcomes from USPTO patents with 853,638 reactions. Predict the reaction yield, written as a fraction of the theoretical maximum amount of product (1.0 means a 100% yield; for example, 0.34 means a 34% yield). (1) The reactants are C1COCC1.[C:6]1([CH3:16])[CH:11]=[C:10]([CH3:12])[CH:9]=[C:8]([CH3:13])[C:7]=1[Mg]Br.Br[C:18]1[CH:23]=[CH:22][CH:21]=[CH:20][N:19]=1.[Cl-].C(C1C=CC=C(C(C)C)C=1[NH+]1CCN(C2C(C(C)C)=CC=CC=2C(C)C)C1)(C)C. The catalyst is CCCCCC.CCOC(C)=O. The product is [CH3:16][C:6]1[CH:11]=[C:10]([CH3:12])[CH:9]=[C:8]([CH3:13])[C:7]=1[C:18]1[CH:23]=[CH:22][CH:21]=[CH:20][N:19]=1. The yield is 0.760. (2) The reactants are [Cl:1][C:2]1[CH:3]=[C:4](I)[C:5]2[O:10][CH:9]([C:11]([F:14])([F:13])[F:12])[C:8]([C:15]([O:17][CH2:18][CH3:19])=[O:16])=[CH:7][C:6]=2[CH:20]=1.C(=O)([O-])[O-].[K+].[K+].[Cl:28][C:29]1[CH:34]=[CH:33][C:32](B(O)O)=[CH:31][CH:30]=1.C1(C)C=CC=CC=1. The catalyst is C1C=CC([P]([Pd]([P](C2C=CC=CC=2)(C2C=CC=CC=2)C2C=CC=CC=2)([P](C2C=CC=CC=2)(C2C=CC=CC=2)C2C=CC=CC=2)[P](C2C=CC=CC=2)(C2C=CC=CC=2)C2C=CC=CC=2)(C2C=CC=CC=2)C2C=CC=CC=2)=CC=1.C(OCC)(=O)C. The product is [Cl:1][C:2]1[CH:3]=[C:4]([C:32]2[CH:33]=[CH:34][C:29]([Cl:28])=[CH:30][CH:31]=2)[C:5]2[O:10][CH:9]([C:11]([F:14])([F:13])[F:12])[C:8]([C:15]([O:17][CH2:18][CH3:19])=[O:16])=[CH:7][C:6]=2[CH:20]=1. The yield is 0.640. (3) The reactants are [CH3:1]C(C)([O-])C.[K+].[Cl:7][C:8]1[CH:22]=[CH:21][C:11]([C:12]([C:14]2[CH:19]=[CH:18][C:17]([I:20])=[CH:16][CH:15]=2)=[O:13])=[CH:10][CH:9]=1.[I-].C[S+](C)C. The catalyst is CS(C)=O.C(OCC)(=O)C. The product is [Cl:7][C:8]1[CH:22]=[CH:21][C:11]([C:12]2([C:14]3[CH:19]=[CH:18][C:17]([I:20])=[CH:16][CH:15]=3)[CH2:1][O:13]2)=[CH:10][CH:9]=1. The yield is 1.00. (4) The reactants are [N:1]1[CH:6]=[CH:5][CH:4]=[CH:3][C:2]=1[C:7]1[C:11]([CH2:12][O:13][C:14]2[N:19]=[N:18][C:17]([C:20]([OH:22])=O)=[CH:16][CH:15]=2)=[CH:10][O:9][N:8]=1.[NH2:23][CH2:24][CH:25]1[CH2:27][CH2:26]1. No catalyst specified. The yield is 0.610. The product is [CH:25]1([CH2:24][NH:23][C:20]([C:17]2[N:18]=[N:19][C:14]([O:13][CH2:12][C:11]3[C:7]([C:2]4[CH:3]=[CH:4][CH:5]=[CH:6][N:1]=4)=[N:8][O:9][CH:10]=3)=[CH:15][CH:16]=2)=[O:22])[CH2:27][CH2:26]1.